From a dataset of Peptide-MHC class I binding affinity with 185,985 pairs from IEDB/IMGT. Regression. Given a peptide amino acid sequence and an MHC pseudo amino acid sequence, predict their binding affinity value. This is MHC class I binding data. The peptide sequence is LLPRGAPER. The MHC is HLA-B27:05 with pseudo-sequence HLA-B27:05. The binding affinity (normalized) is 0.